This data is from Forward reaction prediction with 1.9M reactions from USPTO patents (1976-2016). The task is: Predict the product of the given reaction. (1) Given the reactants N#N.C([Sn](CCCC)(CCCC)[CH:8]=[CH:9][CH2:10][CH2:11][OH:12])CCC.FC(F)(F)S(O[C:27]1[C:28]([C:34]2[NH:35][C:36]3[C:41]([CH:42]=2)=[C:40]([F:43])[CH:39]=[CH:38][CH:37]=3)=[N:29][C:30]([Cl:33])=[CH:31][CH:32]=1)(=O)=O.[Li+].[Cl-], predict the reaction product. The product is: [Cl:33][C:30]1[N:29]=[C:28]([C:34]2[NH:35][C:36]3[C:41]([CH:42]=2)=[C:40]([F:43])[CH:39]=[CH:38][CH:37]=3)[C:27]([CH:8]=[CH:9][CH2:10][CH2:11][OH:12])=[CH:32][CH:31]=1. (2) Given the reactants [F:1][C:2]1[CH:3]=[CH:4][C:5]([O:25][CH3:26])=[C:6]([C@H:8]2[CH2:12][CH2:11][CH2:10][N:9]2[C:13]2[CH:18]=[CH:17][N:16]3[N:19]=[CH:20][C:21]([C:22](O)=[O:23])=[C:15]3[N:14]=2)[CH:7]=1.[CH:27]1([NH2:30])[CH2:29][CH2:28]1, predict the reaction product. The product is: [CH:27]1([NH:30][C:22]([C:21]2[CH:20]=[N:19][N:16]3[CH:17]=[CH:18][C:13]([N:9]4[CH2:10][CH2:11][CH2:12][C@@H:8]4[C:6]4[CH:7]=[C:2]([F:1])[CH:3]=[CH:4][C:5]=4[O:25][CH3:26])=[N:14][C:15]=23)=[O:23])[CH2:29][CH2:28]1.